The task is: Binary Classification. Given a miRNA mature sequence and a target amino acid sequence, predict their likelihood of interaction.. This data is from Experimentally validated miRNA-target interactions with 360,000+ pairs, plus equal number of negative samples. (1) The miRNA is hsa-miR-6817-5p with sequence UCUGCCAUAGGAAGCUUGGAGUGG. The protein sequence of the target gene is MEDAGEDPTTFAAHSLPSDPRLLATVTNAYLGTRVFHDTLHVSGVYNGAGGDTHRAMLPSPLNVRLEAPAGMGEQLTETFALDTNTGSFLHTLEGPRFRASQCIYAHRTLPHVLAFRVSIARLAPGSGPITLLLRSAFSPESPDLDLHQGPDFQGARYLYGHTLTPEQPGGPQQEVHMLWTPAPPDLTLGEGEEARTWDFLTAVGGSQAEAQACLTEALQLQARGALYTAHAQAWAQLWVECGLDVVGPLQLRQALRGSLYYLLSALPQPKAPGYICHGLSPGGLSNGSREECYWGHVFW.... Result: 0 (no interaction). (2) Result: 0 (no interaction). The miRNA is mmu-miR-320-3p with sequence AAAAGCUGGGUUGAGAGGGCGA. The protein sequence of the target gene is MQRTQPRPCYLNAPQQCPGAERPGRPTAGSHSFLLRPGPLAGSSPFALLDPLQAFEQFVWVRSQARAGLLRLRQGSHAVTRCRPLPVRREGRRDGSPWRSVVCRYCRCSRQTGASVTTVSLPSSSSSPGLDPRGPRQASVRSLRSEPVLLFLPFRTPYRDSEEGKREGLSRLRAVCRRAGPRGRGSFSPRDARASPRLHFLVAAVTTGAASRRQRGARVRQPSPSSSRRAKRLRECERRSLHAPPAMDASYDGTEVTVVMEEIEEAYCYTSPGPPKKKKKYKIHGEKTKKPRSAYLLYYY.... (3) The miRNA is hsa-miR-92a-2-5p with sequence GGGUGGGGAUUUGUUGCAUUAC. The protein sequence of the target gene is MANDIDELIGIPFPNHSSEVLCSLNEQRHDGLLCDVLLVVQEQEYRTHRSVLAACSKYFKKLFTAGTLASQPYVYEIDFVQPEALAAILEFAYTSTLTITAGNVKHILNAARMLEIQCIVNVCLEIMEPGGDGGEEDDKEDDDDDEDDDDEEDEEEEEEEEEDDDDDTEDFADQENLPDPQDISCHQSPSKTDHLTEKAYSDTPRDFPDSFQAGSPGHLGVIRDFSIESLLRENLYPKANIPDRRPSLSPFAPDFFPHLWPGDFGAFAQLPEQPMDSGPLDLVIKNRKIKEEEKEELPPP.... Result: 0 (no interaction). (4) The miRNA is hsa-miR-3654 with sequence GACUGGACAAGCUGAGGAA. The protein sequence of the target gene is MPWTLQPKWLAGKGLPLLGAILLRKTEKSEPQWKHRRQETHPYYDLQVKVLRARNIQHTDKLSKADCYVRLWLPTASVSPSQTRTVVNSSDPEWNETFPYQIHGAVKNVLELALYDEDVLDSDNVFSILFDTSTLQLGQPCTKNFTRQQDPKELEVEFTLEKSQTPASEVVTNGVLVAHPCLRIQGTVTGDKTASLGELGSRQIQLAVPGAYEKPQPLQPTSEPGLPVNFTFHVNPVLSPKLHIKLQEQLQVFHSGPSDELEAQTSKMDKASILLSSLPLNEELTKLVDLEEGQQVSLRM.... Result: 0 (no interaction). (5) Result: 1 (interaction). The miRNA is hsa-miR-6513-5p with sequence UUUGGGAUUGACGCCACAUGUCU. The protein sequence of the target gene is MYVTMMMTDQIPLELPPLLNGEVAMMPHLVNGDAAQQVILVQVNPGETFTIRAEDGTLQCIQGPAEVPMMSPNGSIPPIHVPPGYISQVIEDSTGVRRVVVTPQSPECYPPSYPSAMSPTHHLPPYLTHHPHFIHNSHTAYYPPVTGPGDMPPQFFPQHHLPHTIYGEQEIIPFYGMSTYITREDQYSKPPHKKLKDRQIDRQNRLNSPPSSIYKSSCTTVYNGYGKGHSGGSGGGGSGSGPGIKKTERRARSSPKSNDSDLQEYELEVKRVQDILSGIEKPQVSNIQARAVVLSWAPPV....